From a dataset of Peptide-MHC class II binding affinity with 134,281 pairs from IEDB. Regression. Given a peptide amino acid sequence and an MHC pseudo amino acid sequence, predict their binding affinity value. This is MHC class II binding data. The peptide sequence is PARLFKAFVLDSDNL. The MHC is DRB1_1302 with pseudo-sequence DRB1_1302. The binding affinity (normalized) is 0.439.